Dataset: Reaction yield outcomes from USPTO patents with 853,638 reactions. Task: Predict the reaction yield, written as a fraction of the theoretical maximum amount of product (1.0 means a 100% yield; for example, 0.34 means a 34% yield). (1) The reactants are [Br:1][C:2]1[CH:3]=[C:4]([C:9](=[O:11])[CH3:10])[CH:5]=[CH:6][C:7]=1[F:8].[CH2:12](O)[CH2:13][OH:14].C1(C)C=CC(S(O)(=O)=O)=CC=1.O. The catalyst is C1(C)C=CC=CC=1. The product is [Br:1][C:2]1[CH:3]=[C:4]([C:9]2([CH3:10])[O:14][CH2:13][CH2:12][O:11]2)[CH:5]=[CH:6][C:7]=1[F:8]. The yield is 1.00. (2) The reactants are C([SiH](CC)CC)C.[S:8]1[C:12]([CH:13]([C:15]2[CH:24]=[C:23]([Br:25])[C:22]3[C:17](=[CH:18][CH:19]=[CH:20][CH:21]=3)[CH:16]=2)O)=[CH:11][C:10]2[CH:26]=[CH:27][CH:28]=[CH:29][C:9]1=2.CO.O. The catalyst is C(Cl)Cl. The product is [Br:25][C:23]1[C:22]2[C:17](=[CH:18][CH:19]=[CH:20][CH:21]=2)[CH:16]=[C:15]([CH2:13][C:12]2[S:8][C:9]3[CH:29]=[CH:28][CH:27]=[CH:26][C:10]=3[CH:11]=2)[CH:24]=1. The yield is 0.856. (3) The reactants are [Br:1][C:2]1[C:3]([CH:9]([OH:15])[C:10]([O:12][CH2:13][CH3:14])=[O:11])=[C:4]([CH3:8])[S:5][C:6]=1[Cl:7].Cl(O)(=O)(=O)=O.C(=O)(O)[O-].[Na+]. The catalyst is C(OC(=O)C)(C)(C)C. The product is [Br:1][C:2]1[C:3]([CH:9]([O:15][C:3]([CH3:9])([CH3:4])[CH3:2])[C:10]([O:12][CH2:13][CH3:14])=[O:11])=[C:4]([CH3:8])[S:5][C:6]=1[Cl:7]. The yield is 0.820. (4) The reactants are Br[C:2]1[CH:15]=[CH:14][C:13]2[O:12][C:11]3[C:6](=[CH:7][C:8]([O:16][C:17]4[CH:22]=[CH:21][CH:20]=[CH:19][N:18]=4)=[CH:9][CH:10]=3)[C@@:5]3([CH2:26][O:25][C:24]([NH2:27])=[N:23]3)[C:4]=2[CH:3]=1.[CH3:28][C:29]([CH3:33])([CH3:32])[C:30]#[CH:31].CN(C=O)C.C(NC(C)C)(C)C. The catalyst is O.CO.C(Cl)Cl.[OH-].[NH4+].[Cu]I.C1C=CC([P]([Pd]([P](C2C=CC=CC=2)(C2C=CC=CC=2)C2C=CC=CC=2)([P](C2C=CC=CC=2)(C2C=CC=CC=2)C2C=CC=CC=2)[P](C2C=CC=CC=2)(C2C=CC=CC=2)C2C=CC=CC=2)(C2C=CC=CC=2)C2C=CC=CC=2)=CC=1.C(OCC)(=O)C. The product is [CH3:28][C:29]([CH3:33])([CH3:32])[C:30]#[C:31][C:2]1[CH:15]=[CH:14][C:13]2[O:12][C:11]3[C:6](=[CH:7][C:8]([O:16][C:17]4[CH:22]=[CH:21][CH:20]=[CH:19][N:18]=4)=[CH:9][CH:10]=3)[C@@:5]3([CH2:26][O:25][C:24]([NH2:27])=[N:23]3)[C:4]=2[CH:3]=1. The yield is 0.643. (5) The reactants are [CH3:1][O:2][C:3]1[CH:29]=[CH:28][C:6]([CH2:7][N:8]2[C:12]3=[N:13][CH:14]=[CH:15][C:16]([O:17][C:18]4[CH:23]=[CH:22][C:21]([NH2:24])=[CH:20][C:19]=4[F:25])=[C:11]3[C:10]([CH:26]=[CH2:27])=[N:9]2)=[CH:5][CH:4]=1.B1C2CCCC1CCC2.[OH-:39].[Na+].OO. The catalyst is C1COCC1. The product is [CH3:1][O:2][C:3]1[CH:4]=[CH:5][C:6]([CH2:7][N:8]2[C:12]3=[N:13][CH:14]=[CH:15][C:16]([O:17][C:18]4[CH:23]=[CH:22][C:21]([NH2:24])=[CH:20][C:19]=4[F:25])=[C:11]3[C:10]([CH2:26][CH2:27][OH:39])=[N:9]2)=[CH:28][CH:29]=1. The yield is 0.780. (6) The catalyst is CCCCO. The yield is 0.470. The reactants are ClC1C(NC2C=C(OC)NN=2)=NC([NH:8][C@H:9]([C:11]2[N:16]=[CH:15][C:14]([F:17])=[CH:13][N:12]=2)[CH3:10])=NC=1.[Br:26][C:27]1[C:28]([NH:34][C:35]2[CH:39]=[C:38]([CH3:40])[NH:37][N:36]=2)=[N:29][C:30](Cl)=[N:31][CH:32]=1.CCN(C(C)C)C(C)C. The product is [Br:26][C:27]1[C:28]([NH:34][C:35]2[CH:39]=[C:38]([CH3:40])[NH:37][N:36]=2)=[N:29][C:30]([NH:8][C@H:9]([C:11]2[N:16]=[CH:15][C:14]([F:17])=[CH:13][N:12]=2)[CH3:10])=[N:31][CH:32]=1.